The task is: Predict the product of the given reaction.. This data is from Forward reaction prediction with 1.9M reactions from USPTO patents (1976-2016). (1) Given the reactants [CH2:1]([O:8][C:9](=[O:28])[C@@H:10]([NH:20][C:21]([O:23]C(C)(C)C)=O)[CH2:11][C:12]1[CH:17]=[CH:16][C:15]([O:18][CH3:19])=[CH:14][CH:13]=1)[C:2]1[CH:7]=[CH:6][CH:5]=[CH:4][CH:3]=1.FC(F)(F)C(O)=O.C(N(CC)C(C)C)(C)C.[CH3:45][C:46]([O:49][C:50]([NH:52][C@H:53](C(O)=O)[CH:54]1[CH2:56][CH2:55]1)=[O:51])([CH3:48])[CH3:47].CN(C(ON1N=NC2C=CC=NC1=2)=[N+](C)C)C.F[P-](F)(F)(F)(F)F, predict the reaction product. The product is: [CH2:1]([O:8][C:9](=[O:28])[C@@H:10]([NH:20][C:21](=[O:23])[C@@H:53]([NH:52][C:50]([O:49][C:46]([CH3:48])([CH3:47])[CH3:45])=[O:51])[CH:54]1[CH2:56][CH2:55]1)[CH2:11][C:12]1[CH:13]=[CH:14][C:15]([O:18][CH3:19])=[CH:16][CH:17]=1)[C:2]1[CH:3]=[CH:4][CH:5]=[CH:6][CH:7]=1. (2) Given the reactants [NH2:1][C:2]1[CH:3]=[N:4][C:5]([S:8]([CH3:11])(=[O:10])=[O:9])=[CH:6][CH:7]=1.[N:12]([O-])=O.[Na+].O.O.[Sn](Cl)Cl.[OH-].[Na+], predict the reaction product. The product is: [NH:1]([C:2]1[CH:7]=[CH:6][C:5]([S:8]([CH3:11])(=[O:10])=[O:9])=[N:4][CH:3]=1)[NH2:12]. (3) The product is: [N+:18]([C:21]1[CH:22]=[C:23]([N:27]2[CH2:32][CH2:31][NH:30][CH2:29][C:28]2=[O:33])[CH:24]=[CH:25][CH:26]=1)([O-:20])=[O:19].[CH2:31]([N:30]1[CH2:29][CH2:28][N:27]([C:23]2[CH:24]=[CH:25][CH:26]=[C:21]([N+:18]([O-:20])=[O:19])[CH:22]=2)[C:34](=[O:36])[CH2:35]1)[CH3:32]. Given the reactants N1CCNCC1=O.IC1C=CC=C([N+]([O-])=O)C=1.[N+:18]([C:21]1[CH:22]=[C:23]([N:27]2[CH2:32][CH2:31][NH:30][CH2:29][C:28]2=[O:33])[CH:24]=[CH:25][CH:26]=1)([O-:20])=[O:19].[CH:34](=[O:36])[CH3:35].C(O)(=O)C.C([BH3-])#N.[Na+], predict the reaction product.